Task: Predict the product of the given reaction.. Dataset: Forward reaction prediction with 1.9M reactions from USPTO patents (1976-2016) (1) Given the reactants [C:1]([O:5][C:6](=[O:25])[N:7]([CH2:11][C:12]1[CH:17]=[CH:16][CH:15]=[C:14]([C:18]2[CH:23]=[CH:22][N:21]=[C:20](Cl)[N:19]=2)[CH:13]=1)[CH:8]([CH3:10])[CH3:9])([CH3:4])([CH3:3])[CH3:2].[NH2:26][CH2:27][CH2:28][C:29]1[CH:34]=[CH:33][C:32]([OH:35])=[C:31]([Cl:36])[CH:30]=1, predict the reaction product. The product is: [C:1]([O:5][C:6](=[O:25])[N:7]([CH2:11][C:12]1[CH:17]=[CH:16][CH:15]=[C:14]([C:18]2[CH:23]=[CH:22][N:21]=[C:20]([NH:26][CH2:27][CH2:28][C:29]3[CH:34]=[CH:33][C:32]([OH:35])=[C:31]([Cl:36])[CH:30]=3)[N:19]=2)[CH:13]=1)[CH:8]([CH3:9])[CH3:10])([CH3:4])([CH3:2])[CH3:3]. (2) Given the reactants [I:1][C:2]1[CH:3]=[C:4]([CH:9]2[C:14]([C:15]([O:17][CH3:18])=[O:16])=[C:13](C)[NH:12][C:11]3[CH2:20][O:21][CH2:22][C:23](=[O:24])[C:10]2=3)[CH:5]=[CH:6][C:7]=1[CH3:8].N1C=CC=CC=1.[Br-].[Br-].[Br-].[NH+]1C=CC=CC=1.[NH+]1C=CC=CC=1.[NH+]1C=CC=CC=1.Cl, predict the reaction product. The product is: [I:1][C:2]1[CH:3]=[C:4]([CH:9]2[C:10]3[C:23](=[O:24])[CH2:22][O:21][CH2:20][C:11]=3[NH:12][C:13]3[CH2:18][O:17][C:15](=[O:16])[C:14]2=3)[CH:5]=[CH:6][C:7]=1[CH3:8]. (3) Given the reactants [Br:1][C:2]1[CH:10]=[C:6]([C:7]([OH:9])=O)[C:5]([OH:11])=[CH:4][CH:3]=1.[Cl:12][C:13]1[CH:14]=[C:15]([CH:17]=[C:18]([Cl:20])[CH:19]=1)[NH2:16], predict the reaction product. The product is: [Br:1][C:2]1[CH:3]=[CH:4][C:5]([OH:11])=[C:6]([CH:10]=1)[C:7]([NH:16][C:15]1[CH:14]=[C:13]([Cl:12])[CH:19]=[C:18]([Cl:20])[CH:17]=1)=[O:9]. (4) Given the reactants [NH2:1][C:2]1[CH:3]=[C:4]([CH2:9][C:10]([OH:12])=[O:11])[CH:5]=[CH:6][C:7]=1[OH:8].O(CC)[C:14]([S-:16])=S.[K+].I[CH3:21], predict the reaction product. The product is: [CH3:21][S:16][C:14]1[O:8][C:7]2[CH:6]=[CH:5][C:4]([CH2:9][C:10]([OH:12])=[O:11])=[CH:3][C:2]=2[N:1]=1. (5) The product is: [CH2:1]([O:8][C:9]1[C:17]([O:18][CH3:19])=[CH:16][C:12]([C:13]([Cl:26])=[N:14][OH:15])=[C:11]([I:20])[CH:10]=1)[C:2]1[CH:3]=[CH:4][CH:5]=[CH:6][CH:7]=1. Given the reactants [CH2:1]([O:8][C:9]1[C:17]([O:18][CH3:19])=[CH:16][C:12]([CH:13]=[N:14][OH:15])=[C:11]([I:20])[CH:10]=1)[C:2]1[CH:7]=[CH:6][CH:5]=[CH:4][CH:3]=1.CN(C)C=O.[Cl:26]N1C(=O)CCC1=O.O, predict the reaction product. (6) Given the reactants [CH:1]1([C:4]2[CH:5]=[C:6]([CH2:20][N:21]3[CH2:24][C:23]4([CH2:28][C:27]([N:29]5[CH2:34][CH2:33][C:32]([CH3:40])([C:35]([O:37]CC)=[O:36])[CH2:31][CH2:30]5)=[N:26][O:25]4)[CH2:22]3)[C:7]([O:17][CH2:18][CH3:19])=[N:8][C:9]=2[C:10]2[CH:15]=[CH:14][C:13]([F:16])=[CH:12][CH:11]=2)[CH2:3][CH2:2]1.[OH-].[Na+].C(O)C.Cl, predict the reaction product. The product is: [CH:1]1([C:4]2[CH:5]=[C:6]([CH2:20][N:21]3[CH2:24][C:23]4([CH2:28][C:27]([N:29]5[CH2:30][CH2:31][C:32]([CH3:40])([C:35]([OH:37])=[O:36])[CH2:33][CH2:34]5)=[N:26][O:25]4)[CH2:22]3)[C:7]([O:17][CH2:18][CH3:19])=[N:8][C:9]=2[C:10]2[CH:15]=[CH:14][C:13]([F:16])=[CH:12][CH:11]=2)[CH2:2][CH2:3]1.